Dataset: Peptide-MHC class I binding affinity with 185,985 pairs from IEDB/IMGT. Task: Regression. Given a peptide amino acid sequence and an MHC pseudo amino acid sequence, predict their binding affinity value. This is MHC class I binding data. The peptide sequence is VHPVHAGPIA. The MHC is HLA-B54:01 with pseudo-sequence HLA-B54:01. The binding affinity (normalized) is 0.219.